Dataset: Catalyst prediction with 721,799 reactions and 888 catalyst types from USPTO. Task: Predict which catalyst facilitates the given reaction. (1) Reactant: [CH3:1][S:2](Cl)(=[O:4])=[O:3].[CH3:6][C:7]1[CH:16]=[CH:15][C:14]2[C:9](=[CH:10][CH:11]=[CH:12][C:13]=2[N:17]2[CH2:22][CH2:21][N:20]([CH2:23][CH2:24][C:25]3[CH:26]=[C:27]([CH:29]=[CH:30][CH:31]=3)[NH2:28])[CH2:19][CH2:18]2)[N:8]=1. The catalyst class is: 17. Product: [CH3:6][C:7]1[CH:16]=[CH:15][C:14]2[C:9](=[CH:10][CH:11]=[CH:12][C:13]=2[N:17]2[CH2:18][CH2:19][N:20]([CH2:23][CH2:24][C:25]3[CH:26]=[C:27]([NH:28][S:2]([CH3:1])(=[O:4])=[O:3])[CH:29]=[CH:30][CH:31]=3)[CH2:21][CH2:22]2)[N:8]=1. (2) Product: [F:1][C:2]1[CH:35]=[CH:34][CH:33]=[CH:32][C:3]=1[CH2:4][N:5]1[C:9](=[O:10])[N:8]([CH2:45][C:41]2[CH:40]=[CH:39][C:38]([CH3:37])=[CH:43][CH:42]=2)[N:7]=[C:6]1[CH2:11][O:12][C:13]([C:26]1[CH:27]=[CH:28][CH:29]=[CH:30][CH:31]=1)([C:20]1[CH:21]=[CH:22][CH:23]=[CH:24][CH:25]=1)[C:14]1[CH:19]=[CH:18][CH:17]=[CH:16][CH:15]=1. Reactant: [F:1][C:2]1[CH:35]=[CH:34][CH:33]=[CH:32][C:3]=1[CH2:4][N:5]1[C:9](=[O:10])[NH:8][N:7]=[C:6]1[CH2:11][O:12][C:13]([C:26]1[CH:31]=[CH:30][CH:29]=[CH:28][CH:27]=1)([C:20]1[CH:25]=[CH:24][CH:23]=[CH:22][CH:21]=1)[C:14]1[CH:19]=[CH:18][CH:17]=[CH:16][CH:15]=1.C[CH:37](Br)[C:38]1[CH:43]=[CH:42][CH:41]=[CH:40][CH:39]=1.[C:45](=O)([O-])[O-].[K+].[K+]. The catalyst class is: 3. (3) Reactant: I[C:2]1[C:6]2[CH:7]=[CH:8][C:9]([O:14][CH3:15])=[C:10]([N+:11]([O-:13])=[O:12])[C:5]=2[O:4][C:3]=1[C:16]1[CH:17]=[N:18][N:19]([CH3:21])[CH:20]=1.[CH3:22][O:23][C:24]1[CH:25]=[C:26]([SH:34])[CH:27]=[C:28]([O:32][CH3:33])[C:29]=1[O:30][CH3:31].C([O-])([O-])=O.[K+].[K+].C1(C2C=CC=CC=2O)C=CC=CC=1. Product: [CH3:15][O:14][C:9]1[CH:8]=[CH:7][C:6]2[C:2]([S:34][C:26]3[CH:25]=[C:24]([O:23][CH3:22])[C:29]([O:30][CH3:31])=[C:28]([O:32][CH3:33])[CH:27]=3)=[C:3]([C:16]3[CH:17]=[N:18][N:19]([CH3:21])[CH:20]=3)[O:4][C:5]=2[C:10]=1[N+:11]([O-:13])=[O:12]. The catalyst class is: 432. (4) Reactant: Cl[C:2]1[N:10]=[C:9]([S:11][CH2:12][C:13]2[CH:18]=[CH:17][C:16]([O:19][CH3:20])=[C:15]([N+:21]([O-:23])=[O:22])[CH:14]=2)[N:8]=[C:7]2[C:3]=1[N:4]=[CH:5][N:6]2[CH3:24].C(N(CC)CC)C.Cl.[CH2:33]([O:35][CH:36]1[O:41][CH2:40][CH2:39][NH:38][CH2:37]1)[CH3:34]. Product: [CH2:33]([O:35][CH:36]1[CH2:37][N:38]([C:2]2[N:10]=[C:9]([S:11][CH2:12][C:13]3[CH:18]=[CH:17][C:16]([O:19][CH3:20])=[C:15]([N+:21]([O-:23])=[O:22])[CH:14]=3)[N:8]=[C:7]3[C:3]=2[N:4]=[CH:5][N:6]3[CH3:24])[CH2:39][CH2:40][O:41]1)[CH3:34]. The catalyst class is: 7. (5) Reactant: CN(C)/[CH:3]=[CH:4]/[C:5]1[NH:10][C:9](=[O:11])[NH:8][C:7](=[O:12])[C:6]=1[N+:13]([O-])=O. Product: [NH:10]1[C:5]2[CH:4]=[CH:3][NH:13][C:6]=2[C:7](=[O:12])[NH:8][C:9]1=[O:11]. The catalyst class is: 183. (6) Reactant: [N+:1]([C:4]1[CH:10]=[CH:9][C:7]([NH2:8])=[CH:6][CH:5]=1)([O-:3])=[O:2].[CH3:11][C:12]1[CH:17]=[C:16]([CH3:18])[N:15]=[C:14]([CH:19]=O)[CH:13]=1.S(=O)(=O)(O)O.C([BH3-])#N.[Na+]. Product: [CH3:11][C:12]1[CH:17]=[C:16]([CH3:18])[N:15]=[C:14]([CH2:19][NH:8][C:7]2[CH:9]=[CH:10][C:4]([N+:1]([O-:3])=[O:2])=[CH:5][CH:6]=2)[CH:13]=1. The catalyst class is: 30. (7) Reactant: Br[C:2]1[N:3]=[C:4]([Si:7]([CH3:10])([CH3:9])[CH3:8])[S:5][CH:6]=1.C([Li])CCC.[F:16][C:17]1[CH:22]=[CH:21][C:20]([N:23]2[C:27]3[CH:28]=[C:29]4[C@:34]([C:36](OC)=[O:37])([CH2:35][C:26]=3[CH:25]=[N:24]2)[CH2:33][N:32]([C:40]([O:42][C:43]([CH3:46])([CH3:45])[CH3:44])=[O:41])[CH2:31][CH2:30]4)=[CH:19][CH:18]=1.O. Product: [F:16][C:17]1[CH:22]=[CH:21][C:20]([N:23]2[C:27]3[CH:28]=[C:29]4[C@:34]([C:36]([C:2]5[N:3]=[C:4]([Si:7]([CH3:10])([CH3:9])[CH3:8])[S:5][CH:6]=5)=[O:37])([CH2:35][C:26]=3[CH:25]=[N:24]2)[CH2:33][N:32]([C:40]([O:42][C:43]([CH3:46])([CH3:45])[CH3:44])=[O:41])[CH2:31][CH2:30]4)=[CH:19][CH:18]=1. The catalyst class is: 28. (8) Reactant: [NH2:1][C:2]([C:4]1[CH:9]=[CH:8][CH:7]=[CH:6][N:5]=1)=[S:3].Br[CH2:11][C:12](=O)[C:13]([O:15]CC)=[O:14].CCO.O[Li].O. Product: [N:5]1[CH:6]=[CH:7][CH:8]=[CH:9][C:4]=1[C:2]1[S:3][CH:11]=[C:12]([C:13]([OH:15])=[O:14])[N:1]=1. The catalyst class is: 5.